From a dataset of Reaction yield outcomes from USPTO patents with 853,638 reactions. Predict the reaction yield, written as a fraction of the theoretical maximum amount of product (1.0 means a 100% yield; for example, 0.34 means a 34% yield). (1) The reactants are [Cl:1][C:2]1[CH:3]=[C:4]([CH:23]=[C:24]([Cl:29])[C:25]=1[O:26][CH2:27][CH3:28])[C:5]([NH:7][C:8]1[CH:20]=[CH:19][C:11]([C:12]([O:14]C(C)(C)C)=[O:13])=[C:10]([O:21]C)[CH:9]=1)=[O:6].B(Cl)(Cl)Cl.O.C([O-])(O)=O.[Na+]. The catalyst is C(Cl)Cl. The product is [Cl:1][C:2]1[CH:3]=[C:4]([CH:23]=[C:24]([Cl:29])[C:25]=1[O:26][CH2:27][CH3:28])[C:5]([NH:7][C:8]1[CH:20]=[CH:19][C:11]([C:12]([OH:14])=[O:13])=[C:10]([OH:21])[CH:9]=1)=[O:6]. The yield is 0.240. (2) The reactants are [I:1][C:2]1[CH:9]=[C:6]([CH:7]=O)[C:5]([OH:10])=[CH:4][CH:3]=1.[F:11][C:12]([F:21])([F:20])/[CH:13]=[CH:14]/[C:15]([O:17][CH2:18][CH3:19])=[O:16].C(N(CC)CC)C. The catalyst is C(OCC)(=O)C. The product is [I:1][C:2]1[CH:3]=[CH:4][C:5]2[O:10][CH:13]([C:12]([F:11])([F:21])[F:20])[C:14]([C:15]([O:17][CH2:18][CH3:19])=[O:16])=[CH:7][C:6]=2[CH:9]=1. The yield is 0.310. (3) The yield is 0.654. The product is [Cl:12][C:13]1[CH:14]=[C:15]([NH:16][C:7](=[O:9])[C:6]2[CH:10]=[C:2]([I:1])[CH:3]=[CH:4][C:5]=2[OH:11])[CH:17]=[C:18]([Cl:20])[CH:19]=1. No catalyst specified. The reactants are [I:1][C:2]1[CH:10]=[C:6]([C:7]([OH:9])=O)[C:5]([OH:11])=[CH:4][CH:3]=1.[Cl:12][C:13]1[CH:14]=[C:15]([CH:17]=[C:18]([Cl:20])[CH:19]=1)[NH2:16]. (4) The reactants are C([NH:5][S:6]([C:9]1[S:10][C:11]([C:14]2[CH:19]=[CH:18][CH:17]=[C:16]([C:20]3[N:25]=[C:24]([CH3:26])[CH:23]=[C:22]([C:27]4[CH:32]=[CH:31][C:30]([C:33]([F:36])([F:35])[F:34])=[CH:29][CH:28]=4)[N:21]=3)[CH:15]=2)=[CH:12][CH:13]=1)(=[O:8])=[O:7])(C)(C)C.C(O)(C(F)(F)F)=O. The catalyst is ClCCl. The product is [CH3:26][C:24]1[CH:23]=[C:22]([C:27]2[CH:32]=[CH:31][C:30]([C:33]([F:36])([F:34])[F:35])=[CH:29][CH:28]=2)[N:21]=[C:20]([C:16]2[CH:15]=[C:14]([C:11]3[S:10][C:9]([S:6]([NH2:5])(=[O:8])=[O:7])=[CH:13][CH:12]=3)[CH:19]=[CH:18][CH:17]=2)[N:25]=1. The yield is 0.210. (5) The reactants are O.[S-2].[Na+].[Na+].[S].[CH2:6]([O:8][C:9]1[CH:14]=[CH:13][CH:12]=[CH:11][C:10]=1[C:15]1[CH:20]=[CH:19][C:18]([N+:21]([O-])=O)=[CH:17][C:16]=1[N+:24]([O-:26])=[O:25])[CH3:7].[Na+].[Cl-]. The catalyst is O. The product is [CH2:6]([O:8][C:9]1[CH:14]=[CH:13][CH:12]=[CH:11][C:10]=1[C:15]1[CH:20]=[CH:19][C:18]([NH2:21])=[CH:17][C:16]=1[N+:24]([O-:26])=[O:25])[CH3:7]. The yield is 0.950. (6) The reactants are Br[C:2]1[N:6]=[CH:5][N:4]([C:7]2[CH:12]=[CH:11][C:10]([O:13][C:14]([F:17])([F:16])[F:15])=[CH:9][CH:8]=2)[N:3]=1.CC1(C)C(C)(C)OB([C:26]2[CH:27]=[C:28]3[C:32](=[CH:33][CH:34]=2)[CH2:31][CH:30]([NH:35][C:36](=[O:42])[O:37][C:38]([CH3:41])([CH3:40])[CH3:39])[CH2:29]3)O1.C(=O)(O)[O-].[Na+].O1CCOCC1. The catalyst is C1C=CC([P]([Pd]([P](C2C=CC=CC=2)(C2C=CC=CC=2)C2C=CC=CC=2)([P](C2C=CC=CC=2)(C2C=CC=CC=2)C2C=CC=CC=2)[P](C2C=CC=CC=2)(C2C=CC=CC=2)C2C=CC=CC=2)(C2C=CC=CC=2)C2C=CC=CC=2)=CC=1.O. The product is [F:15][C:14]([F:17])([F:16])[O:13][C:10]1[CH:11]=[CH:12][C:7]([N:4]2[CH:5]=[N:6][C:2]([C:34]3[CH:33]=[C:32]4[C:28](=[CH:27][CH:26]=3)[CH2:29][CH:30]([NH:35][C:36](=[O:42])[O:37][C:38]([CH3:40])([CH3:39])[CH3:41])[CH2:31]4)=[N:3]2)=[CH:8][CH:9]=1. The yield is 0.510. (7) The reactants are [N+:1]([C:4]1[CH:12]=[CH:11][CH:10]=[C:9]2[C:5]=1[CH:6]=[N:7][NH:8]2)([O-])=O. The catalyst is [Pd].CCO. The product is [NH2:1][C:4]1[CH:12]=[CH:11][CH:10]=[C:9]2[C:5]=1[CH:6]=[N:7][NH:8]2. The yield is 0.700. (8) The reactants are [NH2:1][CH2:2][CH:3]1[O:7][C:6](=[O:8])[N:5]([C:9]2[CH:14]=[CH:13][C:12]([CH:15]3[CH2:20][CH2:19][CH:18]([OH:21])[CH:17]([F:22])[CH2:16]3)=[C:11]([F:23])[CH:10]=2)[CH2:4]1.C(N([CH2:29][CH3:30])CC)C.[CH3:31][OH:32]. No catalyst specified. The product is [F:23][C:11]1[CH:10]=[C:9]([N:5]2[CH2:4][CH:3]([CH2:2][NH:1][C:31](=[O:32])[CH2:29][CH3:30])[O:7][C:6]2=[O:8])[CH:14]=[CH:13][C:12]=1[CH:15]1[CH2:20][CH2:19][CH:18]([OH:21])[CH:17]([F:22])[CH2:16]1. The yield is 0.430. (9) The reactants are ClC(Cl)(Cl)CO[C:5](=[O:36])[NH:6][C:7]1[N:8]=[C:9]2[CH:14]=[CH:13][C:12]([O:15][C:16]3[CH:21]=[CH:20][CH:19]=[C:18]([NH:22][C:23](=[O:34])[C:24]4[CH:29]=[CH:28][CH:27]=[C:26]([C:30]([F:33])([F:32])[F:31])[CH:25]=4)[CH:17]=3)=[N:11][N:10]2[CH:35]=1.[NH2:39][CH2:40][CH2:41][O:42][CH2:43][CH2:44][OH:45].C(N(C(C)C)C(C)C)(C)C. The catalyst is CS(C)=O. The product is [OH:45][CH2:44][CH2:43][O:42][CH2:41][CH2:40][NH:39][C:5]([NH:6][C:7]1[N:8]=[C:9]2[CH:14]=[CH:13][C:12]([O:15][C:16]3[CH:17]=[C:18]([NH:22][C:23](=[O:34])[C:24]4[CH:29]=[CH:28][CH:27]=[C:26]([C:30]([F:31])([F:32])[F:33])[CH:25]=4)[CH:19]=[CH:20][CH:21]=3)=[N:11][N:10]2[CH:35]=1)=[O:36]. The yield is 0.620.